Dataset: Full USPTO retrosynthesis dataset with 1.9M reactions from patents (1976-2016). Task: Predict the reactants needed to synthesize the given product. (1) The reactants are: C(S([C:8]1[N:13]=[C:12]([N:14]2[C:22]3[C:17](=[CH:18][CH:19]=[CH:20][CH:21]=3)[C:16]([S:23]([NH2:26])(=[O:25])=[O:24])=[CH:15]2)[CH:11]=[CH:10][N:9]=1)(=O)=O)CCC.C([N:29]([CH:33]([CH3:35])[CH3:34])[CH:30](C)C)C. Given the product [CH3:16][S:23]([N:29]([CH3:30])[CH:33]1[CH2:34][CH2:17][CH:22]([NH:14][C:8]2[N:13]=[C:12]([N:14]3[C:22]4[C:17](=[CH:18][CH:19]=[CH:20][CH:21]=4)[C:16]([S:23]([NH2:26])(=[O:24])=[O:25])=[CH:15]3)[CH:11]=[CH:10][N:9]=2)[CH2:21][CH2:35]1)(=[O:25])=[O:24], predict the reactants needed to synthesize it. (2) Given the product [CH3:19][O:20][C:21]1[CH:26]=[CH:25][CH:24]=[CH:23][C:22]=1[S:27][CH2:29][C:30]1[CH:31]=[CH:32][C:33]([CH2:36][C:37]([OH:39])=[O:38])=[CH:34][CH:35]=1, predict the reactants needed to synthesize it. The reactants are: ClC1C=CC(SCCCCCCCC(O)=O)=CC=1.[CH3:19][O:20][C:21]1[CH:26]=[CH:25][CH:24]=[CH:23][C:22]=1[SH:27].Br[CH2:29][C:30]1[CH:35]=[CH:34][C:33]([CH2:36][C:37]([OH:39])=[O:38])=[CH:32][CH:31]=1.[OH-].[K+]. (3) Given the product [C:4]([C:3]1[CH:11]([C:10]2[CH:13]=[CH:14][CH:15]=[CH:16][C:9]=2[Br:8])[C:20]([C:19]([O:18][CH3:17])=[O:24])=[C:21]([CH3:22])[NH:23][C:2]=1[CH3:1])(=[O:6])[CH3:5], predict the reactants needed to synthesize it. The reactants are: [CH3:1][C:2](=O)[CH2:3][C:4](=[O:6])[CH3:5].[Br:8][C:9]1[CH:16]=[CH:15][CH:14]=[CH:13][C:10]=1[CH:11]=O.[CH3:17][O:18][C:19](=[O:24])/[CH:20]=[C:21](\[NH2:23])/[CH3:22].CC(O)=O.